Dataset: Forward reaction prediction with 1.9M reactions from USPTO patents (1976-2016). Task: Predict the product of the given reaction. (1) Given the reactants [OH-].[K+].[F:3][C:4]1[CH:13]=[CH:12][C:7]2[N:8]=C(N)[S:10][C:6]=2[CH:5]=1.[K], predict the reaction product. The product is: [NH2:8][C:7]1[CH:12]=[CH:13][C:4]([F:3])=[CH:5][C:6]=1[SH:10]. (2) Given the reactants [CH3:1][C:2]1[C:3]([OH:11])=[C:4]([CH3:10])[C:5]([CH3:9])=[C:6]([CH:8]=1)[OH:7].[C:12](OC(=O)C)(=[O:14])[CH3:13].C(N(C(C)C)CC)(C)C.[C:28](OCC)(=[O:30])[CH3:29], predict the reaction product. The product is: [C:12]([O:7][C:6]1[CH:8]=[C:2]([CH3:1])[C:3]([O:11][C:28](=[O:30])[CH3:29])=[C:4]([CH3:10])[C:5]=1[CH3:9])(=[O:14])[CH3:13]. (3) Given the reactants [Cl:1][C:2]1[C:3]([N:32]2[CH2:37][CH2:36][N:35]([C:38]3[CH:43]=[CH:42][CH:41]=[CH:40][C:39]=3[C:44]#[N:45])[CH2:34][CH2:33]2)=[C:4]([F:31])[CH:5]=[C:6]2[C:11]=1[N:10]([C:12]1[CH:17]=[CH:16][C:15]([CH2:18][N:19]3[CH2:23][CH2:22][CH2:21][CH2:20]3)=[CH:14][C:13]=1[F:24])[CH:9]=[C:8]([C:25]([O:27]CC)=[O:26])[C:7]2=[O:30].Cl.O, predict the reaction product. The product is: [Cl:1][C:2]1[C:3]([N:32]2[CH2:37][CH2:36][N:35]([C:38]3[CH:43]=[CH:42][CH:41]=[CH:40][C:39]=3[C:44]#[N:45])[CH2:34][CH2:33]2)=[C:4]([F:31])[CH:5]=[C:6]2[C:11]=1[N:10]([C:12]1[CH:17]=[CH:16][C:15]([CH2:18][N:19]3[CH2:20][CH2:21][CH2:22][CH2:23]3)=[CH:14][C:13]=1[F:24])[CH:9]=[C:8]([C:25]([OH:27])=[O:26])[C:7]2=[O:30]. (4) Given the reactants Br[C:2]1[CH:7]=[CH:6][C:5]([C:8](=[O:10])[CH3:9])=[CH:4][C:3]=1[N+:11]([O-:13])=[O:12].[C:14]([C:17]1[CH:22]=[CH:21][C:20](B(O)O)=[CH:19][CH:18]=1)(=[O:16])[CH3:15].C([O-])([O-])=O.[K+].[K+], predict the reaction product. The product is: [N+:11]([C:3]1[CH:4]=[C:5]([C:8](=[O:10])[CH3:9])[CH:6]=[CH:7][C:2]=1[C:20]1[CH:21]=[CH:22][C:17]([C:14](=[O:16])[CH3:15])=[CH:18][CH:19]=1)([O-:13])=[O:12].